Dataset: Forward reaction prediction with 1.9M reactions from USPTO patents (1976-2016). Task: Predict the product of the given reaction. (1) Given the reactants C[O:2][C:3](=[O:32])[CH:4]([NH:16][C:17]1[CH:22]=[CH:21][CH:20]=[CH:19][C:18]=1[C:23](=[O:31])[C:24]1[CH:29]=[CH:28][CH:27]=[CH:26][C:25]=1[CH3:30])[CH2:5][C:6]1[CH:11]=[CH:10][C:9]([O:12][CH2:13][CH2:14]Br)=[CH:8][CH:7]=1.[CH:33]1[C:45]2[NH:44][C:43]3[C:38](=[CH:39][CH:40]=[CH:41][CH:42]=3)[C:37]=2[CH:36]=[CH:35][CH:34]=1.[OH-].[Na+], predict the reaction product. The product is: [CH3:30][C:25]1[CH:26]=[CH:27][CH:28]=[CH:29][C:24]=1[C:23]([C:18]1[CH:19]=[CH:20][CH:21]=[CH:22][C:17]=1[NH:16][CH:4]([CH2:5][C:6]1[CH:7]=[CH:8][C:9]([O:12][CH2:13][CH2:14][C:42]2[C:43]3[NH:44][C:45]4[C:37](=[CH:36][CH:35]=[CH:34][CH:33]=4)[C:38]=3[CH:39]=[CH:40][CH:41]=2)=[CH:10][CH:11]=1)[C:3]([OH:2])=[O:32])=[O:31]. (2) Given the reactants C1(S([N:10]2[C:14]3=[CH:15][N:16]=[CH:17][C:18]([C:19]4[N:27]=[C:26]5[C:22]([N:23]=[C:24]([CH2:29][N:30]6[CH2:35][CH2:34][CH:33]([C:36]([OH:39])([CH3:38])[CH3:37])[CH2:32][CH2:31]6)[N:25]5[CH3:28])=[C:21]([N:40]5[CH2:45][CH2:44][O:43][CH2:42][CH2:41]5)[N:20]=4)=[C:13]3[CH:12]=[C:11]2[CH3:46])(=O)=O)C=CC=CC=1, predict the reaction product. The product is: [CH3:28][N:25]1[C:24]([CH2:29][N:30]2[CH2:31][CH2:32][CH:33]([C:36]([OH:39])([CH3:38])[CH3:37])[CH2:34][CH2:35]2)=[N:23][C:22]2[C:26]1=[N:27][C:19]([C:18]1[CH:17]=[N:16][CH:15]=[C:14]3[NH:10][C:11]([CH3:46])=[CH:12][C:13]=13)=[N:20][C:21]=2[N:40]1[CH2:45][CH2:44][O:43][CH2:42][CH2:41]1. (3) Given the reactants [F:1][C:2]1[CH:7]=[C:6]([F:8])[CH:5]=[CH:4][C:3]=1[C:9]1[N:10]=[C:11]2[N:15]([C:16]=1[C:17]1[CH:22]=[CH:21][N:20]=[C:19]([S:23][CH3:24])[N:18]=1)[CH:14]=[CH:13][O:12]2.[OH:25]OS([O-])=O.[K+], predict the reaction product. The product is: [F:1][C:2]1[CH:7]=[C:6]([F:8])[CH:5]=[CH:4][C:3]=1[C:9]1[N:10]=[C:11]2[N:15]([C:16]=1[C:17]1[CH:22]=[CH:21][N:20]=[C:19]([S:23]([CH3:24])=[O:25])[N:18]=1)[CH:14]=[CH:13][O:12]2. (4) Given the reactants Br[C:2]1[CH:3]=[CH:4][C:5]2[N:6]([N:8]=[C:9]([NH:11][C:12](=[O:19])[C:13]3[CH:18]=[CH:17][CH:16]=[N:15][CH:14]=3)[N:10]=2)[CH:7]=1.[CH3:20][O:21][C:22]1[CH:23]=[C:24](B(O)O)[CH:25]=[CH:26][CH:27]=1, predict the reaction product. The product is: [CH3:20][O:21][C:22]1[CH:27]=[C:26]([C:2]2[CH:3]=[CH:4][C:5]3[N:6]([N:8]=[C:9]([NH:11][C:12](=[O:19])[C:13]4[CH:18]=[CH:17][CH:16]=[N:15][CH:14]=4)[N:10]=3)[CH:7]=2)[CH:25]=[CH:24][CH:23]=1. (5) Given the reactants [CH3:1][C:2]1[O:6][N:5]=[C:4]([C:7]2[CH:12]=[CH:11][CH:10]=[CH:9][CH:8]=2)[C:3]=1[CH2:13][O:14][C:15]1[CH:23]=[CH:22][C:18]([C:19]([OH:21])=O)=[CH:17][N:16]=1.Cl.[CH3:25][O:26][CH:27]1[CH2:30][NH:29][CH2:28]1, predict the reaction product. The product is: [CH3:25][O:26][CH:27]1[CH2:30][N:29]([C:19]([C:18]2[CH:17]=[N:16][C:15]([O:14][CH2:13][C:3]3[C:4]([C:7]4[CH:8]=[CH:9][CH:10]=[CH:11][CH:12]=4)=[N:5][O:6][C:2]=3[CH3:1])=[CH:23][CH:22]=2)=[O:21])[CH2:28]1. (6) Given the reactants [CH2:1]([O:4][CH2:5]/[CH:6]=[CH:7]/[C@@H:8]1[O:12][C@@H:11]([CH2:13][CH2:14][C@@H:15]2[O:20][C@H:19]([CH2:21][C@@H:22]3[O:26][C@H:25]([CH2:27][C@@H:28]([CH2:37][O:38][Si](C)(C)C(C)(C)C)[O:29][Si](C)(C)C(C)(C)C)[C@H:24]([O:46][CH3:47])[C@H:23]3[CH2:48][S:49]([C:52]3[CH:57]=[CH:56][CH:55]=[CH:54][CH:53]=3)(=[O:51])=[O:50])[C:18](=[CH2:58])[C@H:17]([CH3:59])[CH2:16]2)[C:10](=[CH2:60])[CH2:9]1)[CH:2]=[CH2:3].CCCC[N+](CCCC)(CCCC)CCCC.[F-], predict the reaction product. The product is: [CH2:1]([O:4][CH2:5]/[CH:6]=[CH:7]/[C@@H:8]1[O:12][C@@H:11]([CH2:13][CH2:14][C@@H:15]2[O:20][C@H:19]([CH2:21][C@@H:22]3[O:26][C@H:25]([CH2:27][C@H:28]([OH:29])[CH2:37][OH:38])[C@H:24]([O:46][CH3:47])[C@H:23]3[CH2:48][S:49]([C:52]3[CH:53]=[CH:54][CH:55]=[CH:56][CH:57]=3)(=[O:50])=[O:51])[C:18](=[CH2:58])[C@H:17]([CH3:59])[CH2:16]2)[C:10](=[CH2:60])[CH2:9]1)[CH:2]=[CH2:3]. (7) Given the reactants [C:1]1(=[O:10])[C:9]2[C:4](=[CH:5][CH:6]=[CH:7][CH:8]=2)[CH2:3][NH:2]1.Br[CH2:12][C:13]1[CH:18]=[CH:17][CH:16]=[C:15]([Cl:19])[CH:14]=1.C([O-])([O-])=O.[Cs+].[Cs+].C1OCCOCCOCCOCCOCCOC1, predict the reaction product. The product is: [Cl:19][C:15]1[CH:14]=[C:13]([CH:18]=[CH:17][CH:16]=1)[CH2:12][N:2]1[CH2:3][C:4]2[C:9](=[CH:8][CH:7]=[CH:6][CH:5]=2)[C:1]1=[O:10]. (8) Given the reactants [C:1]([O:5][C@@H:6]([C:11]1[C:40]([CH3:41])=[CH:39][C:38]2=[N:42][C:35]3=[CH:36][N:37]2[C:12]=1[N:13]1[CH2:47][CH2:46][C:16]([CH3:48])([O:17][CH2:18][CH:19]=[CH:20][CH2:21][C@H:22]([CH3:45])[O:23][C:24]2[CH:25]=[C:26](F)[CH:27]=[CH:28][C:29]=2[C:30]2[CH:43]=[C:34]3[CH:33]=[CH:32][CH:31]=2)[CH2:15][CH2:14]1)[C:7]([O:9]C)=[O:8])([CH3:4])([CH3:3])[CH3:2].[CH2:49]1COCC1.O[Li].O, predict the reaction product. The product is: [C:1]([O:5][C@@H:6]([C:11]1[C:40]([CH3:41])=[CH:39][C:38]2=[N:42][C:35]3=[CH:36][N:37]2[C:12]=1[N:13]1[CH2:47][CH2:46][C:16]([CH3:48])([O:17][CH2:18][CH2:19][CH2:20][CH2:21][C@H:22]([CH3:45])[O:23][C:24]2[CH:25]=[CH:26][C:27]([CH3:49])=[CH:28][C:29]=2[C:30]2[CH:43]=[C:34]3[CH:33]=[CH:32][CH:31]=2)[CH2:15][CH2:14]1)[C:7]([OH:9])=[O:8])([CH3:3])([CH3:2])[CH3:4]. (9) Given the reactants [NH2:1][C@H:2]([C:6]([NH:8][C@H:9]([C:17]([NH:19][C:20]1[CH:25]=[CH:24][C:23]([CH2:26][O:27][C:28](=[O:84])[N:29]([CH2:31][CH2:32][N:33]([C:35]([O:37][C:38]2[CH:46]=[C:45]3[C:41]([C@H:42]([CH2:78][Cl:79])[CH2:43][N:44]3[C:47]([C:49]3[NH:50][C:51]4[C:56]([CH:57]=3)=[CH:55][C:54]([NH:58][C:59]([C:61]3[NH:62][C:63]5[C:68]([CH:69]=3)=[CH:67][C:66]([O:70][CH2:71][CH2:72][N:73]3[CH2:77][CH2:76][CH2:75][CH2:74]3)=[CH:65][CH:64]=5)=[O:60])=[CH:53][CH:52]=4)=[O:48])=[C:40]3[C:80]([CH3:83])=[CH:81][S:82][C:39]=23)=[O:36])[CH3:34])[CH3:30])=[CH:22][CH:21]=1)=[O:18])[CH2:10][CH2:11][CH2:12][NH:13][C:14](=[O:16])[NH2:15])=[O:7])[CH:3]([CH3:5])[CH3:4].O=C1CCC(=O)N1[O:92][C:93](=O)[CH2:94][CH2:95][CH2:96][CH2:97][CH2:98][N:99]1[C:103](=[O:104])[CH:102]=[CH:101][C:100]1=[O:105].C(N(CC)CC)C.C(Cl)Cl.CO, predict the reaction product. The product is: [O:105]=[C:100]1[CH:101]=[CH:102][C:103](=[O:104])[N:99]1[CH2:98][CH2:97][CH2:96][CH2:95][CH2:94][C:93]([NH:1][C@H:2]([C:6]([NH:8][C@H:9]([C:17]([NH:19][C:20]1[CH:21]=[CH:22][C:23]([CH2:26][O:27][C:28](=[O:84])[N:29]([CH2:31][CH2:32][N:33]([C:35]([O:37][C:38]2[CH:46]=[C:45]3[C:41]([C@H:42]([CH2:78][Cl:79])[CH2:43][N:44]3[C:47]([C:49]3[NH:50][C:51]4[C:56]([CH:57]=3)=[CH:55][C:54]([NH:58][C:59]([C:61]3[NH:62][C:63]5[C:68]([CH:69]=3)=[CH:67][C:66]([O:70][CH2:71][CH2:72][N:73]3[CH2:74][CH2:75][CH2:76][CH2:77]3)=[CH:65][CH:64]=5)=[O:60])=[CH:53][CH:52]=4)=[O:48])=[C:40]3[C:80]([CH3:83])=[CH:81][S:82][C:39]=23)=[O:36])[CH3:34])[CH3:30])=[CH:24][CH:25]=1)=[O:18])[CH2:10][CH2:11][CH2:12][NH:13][C:14](=[O:16])[NH2:15])=[O:7])[CH:3]([CH3:4])[CH3:5])=[O:92]. (10) Given the reactants [CH3:1][O:2][N:3]([CH3:14])[C:4](=[O:13])[C:5]1[CH:10]=CN=[C:7]([O:11][CH3:12])[CH:6]=1.O1CCC(C(O)=O)CC1.C(Cl)(=O)C(Cl)=O.Cl.CNOC.C(N(CC)CC)C, predict the reaction product. The product is: [CH3:1][O:2][N:3]([CH3:14])[C:4]([CH:5]1[CH2:6][CH2:7][O:11][CH2:12][CH2:10]1)=[O:13].